This data is from Full USPTO retrosynthesis dataset with 1.9M reactions from patents (1976-2016). The task is: Predict the reactants needed to synthesize the given product. (1) Given the product [OH:13][C:10]([C:7]1[CH:8]=[CH:9][C:4]([CH2:1][CH:19]([OH:18])[CH2:20][OH:23])=[CH:5][CH:6]=1)([CH3:12])[CH3:11], predict the reactants needed to synthesize it. The reactants are: [CH2:1]([C:4]1[CH:9]=[CH:8][C:7]([C:10]([OH:13])([CH3:12])[CH3:11])=[CH:6][CH:5]=1)C=C.C[N+]1([O-])[CH2:20][CH2:19][O:18]CC1.S(S([O-])=O)([O-])=[O:23]. (2) The reactants are: C([O:4][C@H:5]1[CH2:22][CH2:21][C@@:20]2([CH3:23])[C@@H:7]([CH2:8][CH2:9][C@:10]3([CH3:48])[C@@H:19]2[CH2:18][CH2:17][C@H:16]2[C@@:11]3([CH3:47])[CH2:12][CH2:13][C@@:14]3([C:31]([N:33]4[CH2:38][CH2:37][CH:36]([N:39]5[CH2:44][CH2:43][N:42]([CH2:45][CH3:46])[CH2:41][CH2:40]5)[CH2:35][CH2:34]4)=[O:32])[CH2:26][CH2:25][C@@H:24]([C:27]4([CH3:30])[CH2:29][CH2:28]4)[C@@H:15]32)[C:6]1([CH3:50])[CH3:49])(=O)C.CO. Given the product [CH2:45]([N:42]1[CH2:43][CH2:44][N:39]([CH:36]2[CH2:35][CH2:34][N:33]([C:31]([C@:14]34[CH2:26][CH2:25][C@@H:24]([C:27]5([CH3:30])[CH2:28][CH2:29]5)[C@@H:15]3[C@@H:16]3[C@@:11]([CH3:47])([CH2:12][CH2:13]4)[C@@:10]4([CH3:48])[C@@H:19]([C@:20]5([CH3:23])[C@@H:7]([CH2:8][CH2:9]4)[C:6]([CH3:49])([CH3:50])[C@@H:5]([OH:4])[CH2:22][CH2:21]5)[CH2:18][CH2:17]3)=[O:32])[CH2:38][CH2:37]2)[CH2:40][CH2:41]1)[CH3:46], predict the reactants needed to synthesize it. (3) Given the product [Cl:18][C:19]1[C:20]([O:39][CH3:40])=[CH:21][CH:22]=[C:23]2[C:28]=1[N:27]=[C:26]([N:29]1[CH:33]=[CH:32][C:31]([C:34]([F:37])([F:35])[F:36])=[N:30]1)[CH:25]=[C:24]2[O:9][C@@H:7]1[CH2:6][N:5]([C:10]([O:12][C:13]([CH3:14])([CH3:16])[CH3:15])=[O:11])[C@H:4]([C:3]([O:2][CH3:1])=[O:17])[CH2:8]1, predict the reactants needed to synthesize it. The reactants are: [CH3:1][O:2][C:3](=[O:17])[C@@H:4]1[CH2:8][C@@H:7]([OH:9])[CH2:6][N:5]1[C:10]([O:12][C:13]([CH3:16])([CH3:15])[CH3:14])=[O:11].[Cl:18][C:19]1[C:20]([O:39][CH3:40])=[CH:21][CH:22]=[C:23]2[C:28]=1[N:27]=[C:26]([N:29]1[CH:33]=[CH:32][C:31]([C:34]([F:37])([F:36])[F:35])=[N:30]1)[CH:25]=[C:24]2O.C(OC(C(CCC=CCCCCCCCCCC)CCC)=O)C.